This data is from NCI-60 drug combinations with 297,098 pairs across 59 cell lines. The task is: Regression. Given two drug SMILES strings and cell line genomic features, predict the synergy score measuring deviation from expected non-interaction effect. Drug 1: CC12CCC(CC1=CCC3C2CCC4(C3CC=C4C5=CN=CC=C5)C)O. Drug 2: CC1=C(N=C(N=C1N)C(CC(=O)N)NCC(C(=O)N)N)C(=O)NC(C(C2=CN=CN2)OC3C(C(C(C(O3)CO)O)O)OC4C(C(C(C(O4)CO)O)OC(=O)N)O)C(=O)NC(C)C(C(C)C(=O)NC(C(C)O)C(=O)NCCC5=NC(=CS5)C6=NC(=CS6)C(=O)NCCC[S+](C)C)O. Cell line: HCT116. Synergy scores: CSS=12.5, Synergy_ZIP=-10.6, Synergy_Bliss=-19.4, Synergy_Loewe=-39.0, Synergy_HSA=-17.9.